From a dataset of Reaction yield outcomes from USPTO patents with 853,638 reactions. Predict the reaction yield, written as a fraction of the theoretical maximum amount of product (1.0 means a 100% yield; for example, 0.34 means a 34% yield). (1) The reactants are [Cl:1][C:2]1[C:9]([C:10]#[C:11][Si](C)(C)C)=[C:8](F)[CH:7]=[CH:6][C:3]=1[C:4]#[N:5].[NH2:17][C@H:18]([CH3:26])[C@:19]([CH3:25])([OH:24])[C:20]([F:23])([F:22])[F:21].CCN(C(C)C)C(C)C.NC1C=CC=CC=1. The catalyst is CS(C)=O.O. The product is [Cl:1][C:2]1[C:3]([C:4]#[N:5])=[CH:6][CH:7]=[C:8]2[C:9]=1[CH:10]=[CH:11][N:17]2[C@@H:18]([C@@:19]([OH:24])([CH3:25])[C:20]([F:23])([F:22])[F:21])[CH3:26]. The yield is 0.780. (2) The reactants are [Cl:1][C:2]1[C:6]2=[N:7][CH:8]=[C:9]([C:11]([O:13]C)=[O:12])[CH:10]=[C:5]2[NH:4][CH:3]=1.Cl. The catalyst is O1CCOCC1. The product is [Cl:1][C:2]1[C:6]2=[N:7][CH:8]=[C:9]([C:11]([OH:13])=[O:12])[CH:10]=[C:5]2[NH:4][CH:3]=1. The yield is 1.00. (3) The yield is 0.320. The reactants are C([O:3][C:4](=[O:34])[CH2:5][CH2:6][C:7]1[C:15]2[C:10](=[CH:11][CH:12]=[C:13]([O:16][CH3:17])[CH:14]=2)[N:9]([S:18]([C:21]2[S:22][C:23]([C:26]3[CH:31]=[CH:30][C:29]([O:32][CH3:33])=[CH:28][CH:27]=3)=[CH:24][CH:25]=2)(=[O:20])=[O:19])[CH:8]=1)C.[OH-].[K+].Cl. The catalyst is O1CCCC1. The product is [CH3:17][O:16][C:13]1[CH:14]=[C:15]2[C:10](=[CH:11][CH:12]=1)[N:9]([S:18]([C:21]1[S:22][C:23]([C:26]3[CH:31]=[CH:30][C:29]([O:32][CH3:33])=[CH:28][CH:27]=3)=[CH:24][CH:25]=1)(=[O:20])=[O:19])[CH:8]=[C:7]2[CH2:6][CH2:5][C:4]([OH:34])=[O:3]. (4) The reactants are COC1C=CC(C[O:8][C:9]2[CH:10]=[CH:11][C:12]3[N:13]([CH:15]=[C:16]([NH:18][C:19]([CH:21]4[CH2:23][CH2:22]4)=[O:20])[N:17]=3)[CH:14]=2)=CC=1.C1(OC)C=CC=CC=1.FC(F)(F)C(O)=O.C(=O)([O-])O.[Na+]. The catalyst is FC(C1C=CC=CC=1)(F)F. The product is [OH:8][C:9]1[CH:10]=[CH:11][C:12]2[N:13]([CH:15]=[C:16]([NH:18][C:19]([CH:21]3[CH2:22][CH2:23]3)=[O:20])[N:17]=2)[CH:14]=1. The yield is 0.880. (5) The catalyst is CC#N. The reactants are [OH:1][C:2]1[CH:9]=[CH:8][CH:7]=[CH:6][C:3]=1[CH:4]=[O:5].C([O-])([O-])=O.[K+].[K+].Br[CH2:17][CH:18]=[CH2:19]. The yield is 0.990. The product is [CH2:19]([O:1][C:2]1[CH:9]=[CH:8][CH:7]=[CH:6][C:3]=1[CH:4]=[O:5])[CH:18]=[CH2:17]. (6) The reactants are [C:1]([N:4]1[C:12]2[C:7](=[CH:8][C:9]([Br:17])=[C:10]([S:13](Cl)(=[O:15])=[O:14])[CH:11]=2)[CH2:6][CH2:5]1)(=[O:3])[CH3:2].[CH2:18]([N:20](CC)CC)C.CN.O. The catalyst is C1COCC1. The product is [CH3:18][NH:20][S:13]([C:10]1[CH:11]=[C:12]2[C:7]([CH2:6][CH2:5][N:4]2[C:1](=[O:3])[CH3:2])=[CH:8][C:9]=1[Br:17])(=[O:15])=[O:14]. The yield is 0.850.